This data is from Catalyst prediction with 721,799 reactions and 888 catalyst types from USPTO. The task is: Predict which catalyst facilitates the given reaction. Reactant: Cl[CH2:2][C:3]1[S:7][C:6]([NH:8][C:9](=[O:11])[CH3:10])=[N:5][CH:4]=1.Cl.[O:13]1[C:17]2[CH:18]=[CH:19][C:20]([CH:22]([N:24]3[CH2:29][CH2:28][NH:27][CH2:26][CH2:25]3)[CH3:23])=[CH:21][C:16]=2[O:15][CH2:14]1.CCN(C(C)C)C(C)C. Product: [O:13]1[C:17]2[CH:18]=[CH:19][C:20]([CH:22]([N:24]3[CH2:29][CH2:28][N:27]([CH2:2][C:3]4[S:7][C:6]([NH:8][C:9](=[O:11])[CH3:10])=[N:5][CH:4]=4)[CH2:26][CH2:25]3)[CH3:23])=[CH:21][C:16]=2[O:15][CH2:14]1. The catalyst class is: 10.